From a dataset of Forward reaction prediction with 1.9M reactions from USPTO patents (1976-2016). Predict the product of the given reaction. (1) Given the reactants [F:1][C:2]1[C:23]([F:24])=[CH:22][C:5]2[N:6]([CH:10]3[CH2:15][CH2:14][N:13]([C:16]4([CH3:21])[CH2:20][CH2:19][NH:18][CH2:17]4)[CH2:12][CH2:11]3)[C:7](=[O:9])[NH:8][C:4]=2[CH:3]=1.[C:25](Cl)(=[O:28])[O:26][CH3:27], predict the reaction product. The product is: [F:1][C:2]1[C:23]([F:24])=[CH:22][C:5]2[N:6]([CH:10]3[CH2:11][CH2:12][N:13]([C:16]4([CH3:21])[CH2:20][CH2:19][N:18]([C:25]([O:26][CH3:27])=[O:28])[CH2:17]4)[CH2:14][CH2:15]3)[C:7](=[O:9])[NH:8][C:4]=2[CH:3]=1. (2) Given the reactants [F:1][C:2]([F:14])([F:13])[C:3](=[O:12])[C:4]#[C:5][C:6]1[CH:11]=[CH:10][CH:9]=[CH:8][CH:7]=1.[Cl:15][C:16]1[CH:17]=[C:18]([CH:20]=[CH:21][CH:22]=1)[NH2:19], predict the reaction product. The product is: [Cl:15][C:16]1[CH:17]=[C:18]([NH:19][C:5]([C:6]2[CH:7]=[CH:8][CH:9]=[CH:10][CH:11]=2)=[CH:4][C:3](=[O:12])[C:2]([F:13])([F:14])[F:1])[CH:20]=[CH:21][CH:22]=1. (3) Given the reactants [CH2:1]([O:5][C:6]1[N:14]=[C:13]2[C:9]([N:10]=[C:11]([OH:26])[N:12]2[CH2:15][C:16]2[CH:21]=[CH:20][CH:19]=[C:18]([C:22]([O:24]C)=[O:23])[CH:17]=2)=[C:8]([NH2:27])[N:7]=1)[CH2:2][CH2:3][CH3:4].Cl, predict the reaction product. The product is: [CH2:1]([O:5][C:6]1[N:14]=[C:13]2[C:9]([N:10]=[C:11]([OH:26])[N:12]2[CH2:15][C:16]2[CH:21]=[CH:20][CH:19]=[C:18]([C:22]([OH:24])=[O:23])[CH:17]=2)=[C:8]([NH2:27])[N:7]=1)[CH2:2][CH2:3][CH3:4]. (4) Given the reactants [CH2:1]([S:8][CH:9]1[C:15]2[CH:16]=[CH:17][CH:18]=[CH:19][C:14]=2[CH2:13][CH2:12][CH:11]([NH:20]C(OC(C)(C)C)=O)[C:10]1=[O:28])[C:2]1[CH:7]=[CH:6][CH:5]=[CH:4][CH:3]=1.[ClH:29], predict the reaction product. The product is: [ClH:29].[CH2:1]([S:8][CH:9]1[C:15]2[CH:16]=[CH:17][CH:18]=[CH:19][C:14]=2[CH2:13][CH2:12][CH:11]([NH2:20])[C:10]1=[O:28])[C:2]1[CH:3]=[CH:4][CH:5]=[CH:6][CH:7]=1. (5) Given the reactants [OH-].[K+].[CH:3]1([C:9]#[C:10][CH3:11])[CH2:8][CH2:7][CH2:6][CH2:5][CH2:4]1.[SiH:12]([CH:19]([CH3:21])[CH3:20])([CH:16]([CH3:18])[CH3:17])[CH:13]([CH3:15])[CH3:14], predict the reaction product. The product is: [CH:3]1([CH2:9][C:10]#[C:11][Si:12]([CH:19]([CH3:21])[CH3:20])([CH:16]([CH3:18])[CH3:17])[CH:13]([CH3:15])[CH3:14])[CH2:8][CH2:7][CH2:6][CH2:5][CH2:4]1. (6) Given the reactants [NH2:1][CH2:2][C@@H:3]1[C@H:8]([CH3:9])[CH2:7][CH2:6][CH2:5][N:4]1[C:10]([C:12]1[CH:17]=[C:16]([CH3:18])[CH:15]=[CH:14][C:13]=1[C:19]1[CH:24]=[CH:23][CH:22]=[CH:21][N:20]=1)=[O:11].Br[C:26]1[CH:31]=[CH:30][C:29]([Cl:32])=[CH:28][N:27]=1, predict the reaction product. The product is: [Cl:32][C:29]1[CH:30]=[CH:31][C:26]([NH:1][CH2:2][C@@H:3]2[C@H:8]([CH3:9])[CH2:7][CH2:6][CH2:5][N:4]2[C:10]([C:12]2[CH:17]=[C:16]([CH3:18])[CH:15]=[CH:14][C:13]=2[C:19]2[CH:24]=[CH:23][CH:22]=[CH:21][N:20]=2)=[O:11])=[N:27][CH:28]=1. (7) Given the reactants [C:1]([C:9]1[CH:14]=[CH:13][CH:12]=[CH:11][CH:10]=1)(=[O:8])[C:2]1[CH:7]=[CH:6][CH:5]=[CH:4][CH:3]=1.[CH3:15][O-:16].[Na+].ClC[C:20](OC)=[O:21].[OH2:24].[C:25](OC)(C)(C)C, predict the reaction product. The product is: [OH:16][CH:15]([C:1]([O:8][CH3:25])([C:9]1[CH:14]=[CH:13][CH:12]=[CH:11][CH:10]=1)[C:2]1[CH:7]=[CH:6][CH:5]=[CH:4][CH:3]=1)[C:20]([OH:21])=[O:24].